Task: Predict the reactants needed to synthesize the given product.. Dataset: Full USPTO retrosynthesis dataset with 1.9M reactions from patents (1976-2016) (1) Given the product [CH3:21][C:12]1[CH:17]=[CH:16][CH:15]=[CH:14][C:13]=1[NH:18][C:19]([NH:1][C:2]1[CH:3]=[CH:4][C:5]([CH2:8][C:9]([OH:11])=[O:10])=[CH:6][CH:7]=1)=[O:20], predict the reactants needed to synthesize it. The reactants are: [NH2:1][C:2]1[CH:7]=[CH:6][C:5]([CH2:8][C:9]([OH:11])=[O:10])=[CH:4][CH:3]=1.[C:12]1([CH3:21])[C:13]([N:18]=[C:19]=[O:20])=[CH:14][CH:15]=[CH:16][CH:17]=1.CCOC(C)=O. (2) Given the product [NH2:35][CH2:34][CH2:33][CH:32]([N:8]1[CH2:13][CH2:12][CH:11]([CH:14]([O:23][C:24]2[CH:29]=[CH:28][CH:27]=[C:26]([Cl:30])[N:25]=2)[C:15]2[CH:16]=[CH:17][C:18]([C:21]#[N:22])=[CH:19][CH:20]=2)[CH2:10][CH2:9]1)[CH3:46], predict the reactants needed to synthesize it. The reactants are: C(OC([N:8]1[CH2:13][CH2:12][CH:11]([CH:14]([O:23][C:24]2[CH:29]=[CH:28][CH:27]=[C:26]([Cl:30])[N:25]=2)[C:15]2[CH:20]=[CH:19][C:18]([C:21]#[N:22])=[CH:17][CH:16]=2)[CH2:10][CH2:9]1)=O)(C)(C)C.O=[C:32]([CH3:46])[CH2:33][CH2:34][N:35]1C(=O)C2C(=CC=CC=2)C1=O. (3) Given the product [CH2:27]([O:33][CH2:34][CH2:35][CH2:36][CH2:37][CH2:38][CH2:39][CH2:40][CH2:41][NH:42][C:44]1[CH:53]=[N:52][C:51]2[C:46](=[CH:47][CH:48]=[CH:49][CH:50]=2)[N:45]=1)[CH2:28][CH2:29][CH2:30][CH2:31][CH3:32], predict the reactants needed to synthesize it. The reactants are: C(OCCCCCCCCNC1C2C(=CC=CC=2)C=CN=1)CCCCC.[CH2:27]([O:33][CH2:34][CH2:35][CH2:36][CH2:37][CH2:38][CH2:39][CH2:40][CH2:41][NH2:42])[CH2:28][CH2:29][CH2:30][CH2:31][CH3:32].Cl[C:44]1[CH:53]=[N:52][C:51]2[C:46](=[CH:47][CH:48]=[CH:49][CH:50]=2)[N:45]=1. (4) The reactants are: [F:1][C:2]([F:25])([F:24])[C:3]1[CH:23]=[CH:22][C:6]([CH2:7][O:8][CH:9]2[CH2:14][CH2:13][N:12](C(OC(C)(C)C)=O)[CH2:11][CH2:10]2)=[CH:5][CH:4]=1. Given the product [F:25][C:2]([F:1])([F:24])[C:3]1[CH:23]=[CH:22][C:6]([CH2:7][O:8][CH:9]2[CH2:14][CH2:13][NH:12][CH2:11][CH2:10]2)=[CH:5][CH:4]=1, predict the reactants needed to synthesize it. (5) Given the product [C:8]([NH:10][C:11](=[O:22])[C:12]1[CH:17]=[CH:16][CH:15]=[CH:14][C:13]=1[C:18]([F:20])([F:21])[F:19])([CH3:9])=[CH2:7], predict the reactants needed to synthesize it. The reactants are: CC([O-])(C)C.[K+].[CH3:7][C:8](NC(=O)C1C=CC=CC=1C(F)(F)F)([NH:10][C:11](=[O:22])[C:12]1[CH:17]=[CH:16][CH:15]=[CH:14][C:13]=1[C:18]([F:21])([F:20])[F:19])[CH3:9].C(O)(=O)C.CCOC(C)=O. (6) Given the product [N+:12]([C:3]1[CH:4]=[C:5]([C:8]([F:11])([F:10])[F:9])[CH:6]=[CH:7][C:2]=1[O:15][CH2:16][CH2:17][N:18]1[CH2:23][CH2:22][N:21]([C:24]([O:26][C:27]([CH3:30])([CH3:29])[CH3:28])=[O:25])[CH2:20][CH2:19]1)([O-:14])=[O:13], predict the reactants needed to synthesize it. The reactants are: F[C:2]1[CH:7]=[CH:6][C:5]([C:8]([F:11])([F:10])[F:9])=[CH:4][C:3]=1[N+:12]([O-:14])=[O:13].[OH:15][CH2:16][CH2:17][N:18]1[CH2:23][CH2:22][N:21]([C:24]([O:26][C:27]([CH3:30])([CH3:29])[CH3:28])=[O:25])[CH2:20][CH2:19]1.C(=O)([O-])[O-].[Cs+].[Cs+].CN(C=O)C.